This data is from Full USPTO retrosynthesis dataset with 1.9M reactions from patents (1976-2016). The task is: Predict the reactants needed to synthesize the given product. (1) Given the product [NH2:34][C@@H:32]1[CH2:33][C@H:28]([C:27]2[CH:26]=[CH:25][N:24]=[CH:23][C:22]=2[NH:21][C:19](=[O:20])[C:17]2[CH:16]=[CH:15][C:14]([F:44])=[C:13]([C:7]3[C:6]([F:5])=[CH:11][CH:10]=[CH:9][C:8]=3[F:12])[N:18]=2)[CH2:29][C@H:30]([CH3:43])/[C:31]/1=[N:4]\[O:2][CH3:3], predict the reactants needed to synthesize it. The reactants are: Cl.[O:2]([NH2:4])[CH3:3].[F:5][C:6]1[CH:11]=[CH:10][CH:9]=[C:8]([F:12])[C:7]=1[C:13]1[N:18]=[C:17]([C:19]([NH:21][C:22]2[CH:23]=[N:24][CH:25]=[CH:26][C:27]=2[C@H:28]2[CH2:33][C@@H:32]([NH:34]C(=O)OC(C)(C)C)[C:31](=O)[C@@H:30]([CH3:43])[CH2:29]2)=[O:20])[CH:16]=[CH:15][C:14]=1[F:44]. (2) Given the product [Cl:35][C:34]1[CH:33]=[CH:32][C:31]([NH:36][C:37]2[C:40](=[O:41])[C:39](=[O:42])[C:38]=2[NH:45][C:46]2[CH:51]=[CH:50][CH:49]=[CH:48][CH:47]=2)=[C:30]([OH:44])[C:29]=1[S:26]([N:23]1[CH2:24][CH2:25][NH:20][CH2:21][CH2:22]1)(=[O:28])=[O:27], predict the reactants needed to synthesize it. The reactants are: C1(C2C=CC=CC=2)C=CC=CC=1.C(OC([N:20]1[CH2:25][CH2:24][N:23]([S:26]([C:29]2[C:34]([Cl:35])=[CH:33][CH:32]=[C:31]([NH:36][C:37]3[C:40](=[O:41])[C:39](=[O:42])[C:38]=3Cl)[C:30]=2[OH:44])(=[O:28])=[O:27])[CH2:22][CH2:21]1)=O)(C)(C)C.[NH2:45][C:46]1[CH:51]=[CH:50][CH:49]=[CH:48][CH:47]=1. (3) Given the product [C:1]1([NH:7][C:8]([N:24]2[CH2:25][CH2:26][C:21]3([N:17]([CH2:10][C:11]4[CH:16]=[CH:15][CH:14]=[CH:13][CH:12]=4)[C:18](=[O:34])[CH:19]([CH2:27][C:28]4[CH:33]=[CH:32][CH:31]=[CH:30][CH:29]=4)[NH:20]3)[CH2:22][CH2:23]2)=[O:9])[CH:6]=[CH:5][CH:4]=[CH:3][CH:2]=1, predict the reactants needed to synthesize it. The reactants are: [C:1]1([N:7]=[C:8]=[O:9])[CH:6]=[CH:5][CH:4]=[CH:3][CH:2]=1.[CH2:10]([N:17]1[C:21]2([CH2:26][CH2:25][NH:24][CH2:23][CH2:22]2)[NH:20][CH:19]([CH2:27][C:28]2[CH:33]=[CH:32][CH:31]=[CH:30][CH:29]=2)[C:18]1=[O:34])[C:11]1[CH:16]=[CH:15][CH:14]=[CH:13][CH:12]=1. (4) Given the product [CH3:11][C:10]1[C:4]2[C:5](=[CH:6][N:7]=[C:2]([C:19]3[N:20]=[CH:21][CH:22]=[CH:23][N:18]=3)[CH:3]=2)[N:8]([CH:12]2[CH2:17][CH2:16][CH2:15][CH2:14][O:13]2)[N:9]=1, predict the reactants needed to synthesize it. The reactants are: Br[C:2]1[CH:3]=[C:4]2[C:10]([CH3:11])=[N:9][N:8]([CH:12]3[CH2:17][CH2:16][CH2:15][CH2:14][O:13]3)[C:5]2=[CH:6][N:7]=1.[N:18]1[CH:23]=[C:22](B(O)O)[CH:21]=[N:20][CH:19]=1.C([O-])(=O)C.[K+].O.